Dataset: Peptide-MHC class II binding affinity with 134,281 pairs from IEDB. Task: Regression. Given a peptide amino acid sequence and an MHC pseudo amino acid sequence, predict their binding affinity value. This is MHC class II binding data. (1) The peptide sequence is DDIKATYDKGILTVS. The MHC is HLA-DQA10401-DQB10402 with pseudo-sequence HLA-DQA10401-DQB10402. The binding affinity (normalized) is 0.158. (2) The peptide sequence is YTIDCDGSILGAAVND. The MHC is HLA-DQA10501-DQB10303 with pseudo-sequence HLA-DQA10501-DQB10303. The binding affinity (normalized) is 0.579. (3) The peptide sequence is GELEFEEFVSLASRF. The MHC is HLA-DPA10201-DPB10101 with pseudo-sequence HLA-DPA10201-DPB10101. The binding affinity (normalized) is 0.547. (4) The peptide sequence is AEHQAIIRDVLTASD. The MHC is DRB3_0202 with pseudo-sequence DRB3_0202. The binding affinity (normalized) is 0.0610. (5) The peptide sequence is ASKILGLPTQTVDSS. The binding affinity (normalized) is 0.619. The MHC is DRB1_0401 with pseudo-sequence DRB1_0401. (6) The peptide sequence is NKIKQKTKQIGNRPG. The MHC is DRB3_0202 with pseudo-sequence DRB3_0202. The binding affinity (normalized) is 0. (7) The peptide sequence is TLVLTNACEIGEWVF. The MHC is DRB1_0101 with pseudo-sequence DRB1_0101. The binding affinity (normalized) is 0.455. (8) The MHC is HLA-DQA10103-DQB10603 with pseudo-sequence HLA-DQA10103-DQB10603. The peptide sequence is WFVRNPFFAVTALTI. The binding affinity (normalized) is 0.469. (9) The peptide sequence is LKRMAVSGDDCVVRP. The MHC is DRB3_0202 with pseudo-sequence DRB3_0202. The binding affinity (normalized) is 0.440. (10) The peptide sequence is TAGVFAAPTLMSFLR. The MHC is HLA-DPA10201-DPB10101 with pseudo-sequence HLA-DPA10201-DPB10101. The binding affinity (normalized) is 0.609.